Task: Predict the product of the given reaction.. Dataset: Forward reaction prediction with 1.9M reactions from USPTO patents (1976-2016) Given the reactants [O:1]=[C:2]1[NH:6][C:5](=[O:7])[C:4](=[CH:8][C:9]2[CH:14]=[CH:13][C:12]([C:15]3[CH:16]=[C:17]([C:33]4[CH:38]=[CH:37][CH:36]=[CH:35][CH:34]=4)[CH:18]=[C:19]([CH2:21][N:22]([CH3:32])[C:23](=[O:31])[CH2:24][CH2:25][CH2:26][CH2:27][CH2:28][CH2:29][CH3:30])[CH:20]=3)=[CH:11][CH:10]=2)[S:3]1.[H][H], predict the reaction product. The product is: [O:1]=[C:2]1[NH:6][C:5](=[O:7])[CH:4]([CH2:8][C:9]2[CH:14]=[CH:13][C:12]([C:15]3[CH:16]=[C:17]([C:33]4[CH:34]=[CH:35][CH:36]=[CH:37][CH:38]=4)[CH:18]=[C:19]([CH2:21][N:22]([CH3:32])[C:23](=[O:31])[CH2:24][CH2:25][CH2:26][CH2:27][CH2:28][CH2:29][CH3:30])[CH:20]=3)=[CH:11][CH:10]=2)[S:3]1.